Dataset: Forward reaction prediction with 1.9M reactions from USPTO patents (1976-2016). Task: Predict the product of the given reaction. (1) Given the reactants [OH:1][CH:2]1[CH2:6][CH2:5][CH:4]([NH:7][C:8](=[O:14])[O:9][C:10]([CH3:13])([CH3:12])[CH3:11])[CH2:3]1.CC(OI1(OC(C)=O)(OC(C)=O)OC(=O)C2C=CC=CC1=2)=O, predict the reaction product. The product is: [O:1]=[C:2]1[CH2:6][CH2:5][CH:4]([NH:7][C:8](=[O:14])[O:9][C:10]([CH3:12])([CH3:11])[CH3:13])[CH2:3]1. (2) The product is: [CH2:1]([O:5][C:6]([C:8]1[N:9]=[C:10]([Br:29])[C:11]2[C:16]([C:17]=1[OH:18])=[CH:15][CH:14]=[C:13]([O:19][CH:20]1[CH2:25][CH2:24][CH2:23][CH2:22][CH2:21]1)[CH:12]=2)=[O:7])[CH2:2][CH2:3][CH3:4]. Given the reactants [CH2:1]([O:5][C:6]([C:8]1[N:9]=[C:10](O)[C:11]2[C:16]([C:17]=1[OH:18])=[CH:15][CH:14]=[C:13]([O:19][CH:20]1[CH2:25][CH2:24][CH2:23][CH2:22][CH2:21]1)[CH:12]=2)=[O:7])[CH2:2][CH2:3][CH3:4].P(Br)(Br)([Br:29])=O, predict the reaction product. (3) Given the reactants [C:1]([Si:3]([CH3:6])([CH3:5])[CH3:4])#[CH:2].[C:7]([Si:11]([O:14][CH2:15][C:16]1[CH:21]=[CH:20][C:19](I)=[CH:18][CH:17]=1)([CH3:13])[CH3:12])([CH3:10])([CH3:9])[CH3:8].N(C(C)C)C(C)C, predict the reaction product. The product is: [C:7]([Si:11]([CH3:13])([CH3:12])[O:14][CH2:15][C:16]1[CH:17]=[CH:18][C:19]([C:2]#[C:1][Si:3]([CH3:6])([CH3:5])[CH3:4])=[CH:20][CH:21]=1)([CH3:10])([CH3:9])[CH3:8]. (4) Given the reactants [C:1]1([CH2:7][CH2:8][CH2:9][NH:10][C@H:11]2[CH2:16][CH2:15][C@H:14]([C:17]3[CH:22]=[CH:21][C:20]([OH:23])=[CH:19][CH:18]=3)[CH2:13][CH2:12]2)[CH:6]=[CH:5][CH:4]=[CH:3][CH:2]=1.[C:24](OC(=O)C)(=[O:26])[CH3:25], predict the reaction product. The product is: [OH:23][C:20]1[CH:19]=[CH:18][C:17]([C@H:14]2[CH2:13][CH2:12][C@H:11]([N:10]([CH2:9][CH2:8][CH2:7][C:1]3[CH:2]=[CH:3][CH:4]=[CH:5][CH:6]=3)[C:24](=[O:26])[CH3:25])[CH2:16][CH2:15]2)=[CH:22][CH:21]=1. (5) Given the reactants [CH3:1][O:2][C:3]([C:5]1([NH:10][C:11]([CH:13]2[CH2:17][CH:16]([O:18][S:19]([C:22]3[CH:27]=[CH:26][C:25]([Br:28])=[CH:24][CH:23]=3)(=[O:21])=[O:20])[CH2:15][N:14]2[C:29](=[O:43])[CH:30]([NH:35][C:36]([O:38][C:39]([CH3:42])(C)[CH3:40])=[O:37])[C:31]([CH3:34])([CH3:33])[CH3:32])=[O:12])[CH2:7][CH:6]1[CH2:8][CH3:9])=[O:4].O=C1CCC(=O)N1OC(=O)OC1C[CH:58]2[CH:56]([CH2:57]2)C1, predict the reaction product. The product is: [CH3:1][O:2][C:3]([C:5]1([NH:10][C:11]([CH:13]2[CH2:17][CH:16]([O:18][S:19]([C:22]3[CH:27]=[CH:26][C:25]([Br:28])=[CH:24][CH:23]=3)(=[O:21])=[O:20])[CH2:15][N:14]2[C:29](=[O:43])[CH:30]([NH:35][C:36]([O:38][CH:39]2[CH2:40][CH:58]3[CH:56]([CH2:57]3)[CH2:42]2)=[O:37])[C:31]([CH3:33])([CH3:32])[CH3:34])=[O:12])[CH2:7][CH:6]1[CH2:8][CH3:9])=[O:4]. (6) Given the reactants [CH3:1][N:2]([C:4]1([CH2:10][NH2:11])[CH2:9][CH2:8][CH2:7][CH2:6][CH2:5]1)[CH3:3].[CH2:12]([O:16][C:17]1[CH:25]=[CH:24][C:20]([C:21](Cl)=[O:22])=[CH:19][CH:18]=1)[CH2:13][CH2:14][CH3:15], predict the reaction product. The product is: [CH2:12]([O:16][C:17]1[CH:18]=[CH:19][C:20]([C:21]([NH:11][CH2:10][C:4]2([N:2]([CH3:1])[CH3:3])[CH2:5][CH2:6][CH2:7][CH2:8][CH2:9]2)=[O:22])=[CH:24][CH:25]=1)[CH2:13][CH2:14][CH3:15]. (7) Given the reactants [Br:1][C:2]1[C:10]2[C:5](=[CH:6][C:7]([N+:21]([O-:23])=[O:22])=[C:8]([CH2:11][NH:12][CH2:13][C:14]3[CH:19]=[CH:18][CH:17]=[C:16]([Cl:20])[CH:15]=3)[CH:9]=2)[N:4]([C:24]([C:37]2[CH:42]=[CH:41][CH:40]=[CH:39][CH:38]=2)([C:31]2[CH:36]=[CH:35][CH:34]=[CH:33][CH:32]=2)[C:25]2[CH:30]=[CH:29][CH:28]=[CH:27][CH:26]=2)[N:3]=1.[OH-].[Na+].Br[CH2:46][C:47]([O:49][CH2:50][CH3:51])=[O:48].O, predict the reaction product. The product is: [Cl:20][C:16]1[CH:15]=[C:14]([CH:19]=[CH:18][CH:17]=1)[CH2:13][N:12]([CH2:46][C:47]([O:49][CH2:50][CH3:51])=[O:48])[CH2:11][C:8]1[CH:9]=[C:10]2[C:5](=[CH:6][C:7]=1[N+:21]([O-:23])=[O:22])[N:4]([C:24]([C:31]1[CH:32]=[CH:33][CH:34]=[CH:35][CH:36]=1)([C:25]1[CH:30]=[CH:29][CH:28]=[CH:27][CH:26]=1)[C:37]1[CH:42]=[CH:41][CH:40]=[CH:39][CH:38]=1)[N:3]=[C:2]2[Br:1].